Dataset: Forward reaction prediction with 1.9M reactions from USPTO patents (1976-2016). Task: Predict the product of the given reaction. Given the reactants [Cl:1][CH:2]([CH2:6][OH:7])[C:3]([OH:5])=[O:4].[F:8][C:9]([F:35])([C:13]([F:34])([F:33])[C:14]([F:32])([F:31])[C:15]([F:30])([F:29])[C:16]([F:28])([F:27])[C:17]([F:26])([F:25])[C:18]([F:24])([F:23])[C:19]([F:22])([F:21])[F:20])[CH2:10][CH2:11]O.Cl, predict the reaction product. The product is: [F:8][C:9]([F:35])([C:13]([F:33])([F:34])[C:14]([F:31])([F:32])[C:15]([F:29])([F:30])[C:16]([F:27])([F:28])[C:17]([F:25])([F:26])[C:18]([F:24])([F:23])[C:19]([F:22])([F:21])[F:20])[CH2:10][CH2:11][O:4][C:3](=[O:5])[CH:2]([Cl:1])[CH2:6][OH:7].